From a dataset of Reaction yield outcomes from USPTO patents with 853,638 reactions. Predict the reaction yield, written as a fraction of the theoretical maximum amount of product (1.0 means a 100% yield; for example, 0.34 means a 34% yield). (1) The reactants are [C:1]([NH:11][C@H:12]([C:16]([O:18][C:19]1[CH:24]=[CH:23][CH:22]=[CH:21][C:20]=1[CH2:25][C:26]([O:28]CC1C=CC(OC)=CC=1)=[O:27])=[O:17])[CH:13]([CH3:15])[CH3:14])([O:3][CH2:4][C:5]1[CH:10]=[CH:9][CH:8]=[CH:7][CH:6]=1)=[O:2].FC(F)(F)C(O)=O. The catalyst is ClCCl. The product is [C:1]([NH:11][C@H:12]([C:16]([O:18][C:19]1[CH:24]=[CH:23][CH:22]=[CH:21][C:20]=1[CH2:25][C:26]([OH:28])=[O:27])=[O:17])[CH:13]([CH3:15])[CH3:14])([O:3][CH2:4][C:5]1[CH:10]=[CH:9][CH:8]=[CH:7][CH:6]=1)=[O:2]. The yield is 0.800. (2) The reactants are [Cl:1][C:2]1[CH:7]=[C:6]([NH2:8])[CH:5]=[C:4]([C:9]2[CH:14]=[C:13]([Cl:15])[CH:12]=[CH:11][C:10]=2[O:16][CH3:17])[N:3]=1.B(O)(O)[C:19]1[CH:20]=[CH:21][C:22]([CH3:25])=[CH:23][CH:24]=1.C(N(CC)CC)C. The catalyst is ClCCl.C([O-])(=O)C.[Cu+2].C([O-])(=O)C. The product is [Cl:1][C:2]1[CH:7]=[C:6]([NH:8][C:19]2[CH:24]=[CH:23][C:22]([CH3:25])=[CH:21][CH:20]=2)[CH:5]=[C:4]([C:9]2[CH:14]=[C:13]([Cl:15])[CH:12]=[CH:11][C:10]=2[O:16][CH3:17])[N:3]=1. The yield is 0.720.